This data is from CYP2C9 inhibition data for predicting drug metabolism from PubChem BioAssay. The task is: Regression/Classification. Given a drug SMILES string, predict its absorption, distribution, metabolism, or excretion properties. Task type varies by dataset: regression for continuous measurements (e.g., permeability, clearance, half-life) or binary classification for categorical outcomes (e.g., BBB penetration, CYP inhibition). Dataset: cyp2c9_veith. (1) The drug is COc1ccc(-n2c(=O)c(C)nc3cnc(N(C)C)nc32)cc1. The result is 0 (non-inhibitor). (2) The molecule is CC[C@H]1C2=C3C(CC[C@H]4C(OCc5ccc(F)cc5C(F)(F)F)OC[C@](C)([C@@H]34)N(C(=O)OC(C)(C)C)C2)C(COC)C1COC. The result is 0 (non-inhibitor). (3) The compound is COC(=O)[C@@]1(Cc2ccc(OC)cc2)[C@H]2c3cc(C(=O)N(C)C)n(Cc4c(CO)[nH]cc(C)c4=O)c3C[C@H]2CN1C(=O)c1ccccc1. The result is 1 (inhibitor). (4) The molecule is C[C@@H]1c2ccccc2Cn2cc3c(c21)C(=O)c1cccc(OP(=O)(O)OCc2ccccc2)c1C3=O.[Na]. The result is 1 (inhibitor). (5) The molecule is CC(=O)O[C@H]1C2=CO[C@H](C)[C@H]3[C@H]4C5=C([C@H](O)[C@H]6O[C@@H]6C5=O)[C@H](O[C@H]4C)[C@@]23C(=O)[C@H]2O[C@@H]21. The result is 0 (non-inhibitor). (6) The drug is COc1ccccc1NC(=O)C(C/C=C(\C)Cl)C(C)=O. The result is 0 (non-inhibitor). (7) The drug is Cc1ccc(N2CCN(CCC(=O)O)CC2)cc1. The result is 0 (non-inhibitor).